This data is from NCI-60 drug combinations with 297,098 pairs across 59 cell lines. The task is: Regression. Given two drug SMILES strings and cell line genomic features, predict the synergy score measuring deviation from expected non-interaction effect. Drug 1: C1=CC(=CC=C1C#N)C(C2=CC=C(C=C2)C#N)N3C=NC=N3. Drug 2: C1C(C(OC1N2C=NC3=C2NC=NCC3O)CO)O. Cell line: NCIH23. Synergy scores: CSS=9.61, Synergy_ZIP=-6.81, Synergy_Bliss=-12.9, Synergy_Loewe=-13.2, Synergy_HSA=-13.2.